Task: Predict the product of the given reaction.. Dataset: Forward reaction prediction with 1.9M reactions from USPTO patents (1976-2016) (1) Given the reactants [CH:1]1([S:4]([C:7]2[CH:12]=[CH:11][C:10]([CH:13]([CH2:31][CH:32]3[CH2:37][CH2:36][O:35][CH2:34][CH2:33]3)[C:14](=O)[CH2:15][CH2:16][C:17]([C:19]3[CH:24]=[CH:23][C:22]([CH:25]4[O:29]CCO4)=[CH:21][N:20]=3)=O)=[CH:9][CH:8]=2)(=[O:6])=[O:5])[CH2:3][CH2:2]1.C([O-])(=O)C.[NH4+:42], predict the reaction product. The product is: [CH:1]1([S:4]([C:7]2[CH:12]=[CH:11][C:10]([CH:13]([C:14]3[NH:42][C:17]([C:19]4[N:20]=[CH:21][C:22]([CH:25]=[O:29])=[CH:23][CH:24]=4)=[CH:16][CH:15]=3)[CH2:31][CH:32]3[CH2:37][CH2:36][O:35][CH2:34][CH2:33]3)=[CH:9][CH:8]=2)(=[O:6])=[O:5])[CH2:2][CH2:3]1. (2) Given the reactants [Cl:1][C:2]1[CH:3]=[C:4]([CH2:8][C:9]([NH:11][C@H:12]([C:14]([OH:16])=[O:15])[CH3:13])=[O:10])[CH:5]=[CH:6][CH:7]=1.[CH:17]1(O)[CH2:22][CH2:21][CH2:20][CH:19]=[CH:18]1, predict the reaction product. The product is: [CH:22]1([O:15][C:14](=[O:16])[C@H:12]([CH3:13])[NH:11][C:9](=[O:10])[CH2:8][C:4]2[CH:5]=[CH:6][CH:7]=[C:2]([Cl:1])[CH:3]=2)[CH2:21][CH2:20][CH2:19][CH:18]=[CH:17]1. (3) Given the reactants C(=O)([O-])[O-].[K+].[K+].[OH:7][C:8]1[CH:17]=[C:16]([OH:18])[CH:15]=[CH:14][C:9]=1[C:10]([O:12][CH3:13])=[O:11].[Br:19][C:20]1[CH:27]=[C:26]([O:28][CH3:29])[C:25]([O:30][CH3:31])=[CH:24][C:21]=1[CH2:22]Br, predict the reaction product. The product is: [Br:19][C:20]1[CH:27]=[C:26]([O:28][CH3:29])[C:25]([O:30][CH3:31])=[CH:24][C:21]=1[CH2:22][O:18][C:16]1[CH:15]=[CH:14][C:9]([C:10]([O:12][CH3:13])=[O:11])=[C:8]([OH:7])[CH:17]=1. (4) Given the reactants [F:1][C:2]1[CH:14]=[C:13]([CH2:15][CH2:16][CH:17]([OH:33])[C:18]2[S:19][C:20]([C:23]3[CH:28]=[CH:27][C:26]([C:29]([F:32])([F:31])[F:30])=[CH:25][CH:24]=3)=[CH:21][CH:22]=2)[CH:12]=[CH:11][C:3]=1[O:4][CH:5]([CH2:9][CH3:10])[C:6]([OH:8])=[O:7].[H-].[Na+].[CH2:36](Br)[C:37]1[CH:42]=[CH:41][CH:40]=[CH:39][CH:38]=1, predict the reaction product. The product is: [CH2:36]([O:33][CH:17]([C:18]1[S:19][C:20]([C:23]2[CH:24]=[CH:25][C:26]([C:29]([F:32])([F:31])[F:30])=[CH:27][CH:28]=2)=[CH:21][CH:22]=1)[CH2:16][CH2:15][C:13]1[CH:12]=[CH:11][C:3]([O:4][CH:5]([CH2:9][CH3:10])[C:6]([OH:8])=[O:7])=[C:2]([F:1])[CH:14]=1)[C:37]1[CH:42]=[CH:41][CH:40]=[CH:39][CH:38]=1. (5) Given the reactants [C:1]12([C:11]3[CH:21]=[CH:20][C:14]([O:15][CH2:16][C:17](O)=[O:18])=[CH:13][CH:12]=3)[CH2:10][CH:5]3[CH2:6][CH:7]([CH2:9][CH:3]([CH2:4]3)[CH2:2]1)[CH2:8]2.[N:22]1([CH2:28][CH2:29][OH:30])[CH2:27][CH2:26][NH:25][CH2:24][CH2:23]1, predict the reaction product. The product is: [C:1]12([C:11]3[CH:12]=[CH:13][C:14]([O:15][CH2:16][C:17]([N:25]4[CH2:26][CH2:27][N:22]([CH2:28][CH2:29][OH:30])[CH2:23][CH2:24]4)=[O:18])=[CH:20][CH:21]=3)[CH2:2][CH:3]3[CH2:9][CH:7]([CH2:6][CH:5]([CH2:4]3)[CH2:10]1)[CH2:8]2. (6) Given the reactants C([NH:9][C:10]1[S:11][CH2:12][C@@H:13]2[C@@H:18]([C:19]([CH:22]3[CH2:24][CH2:23]3)([F:21])[F:20])[O:17][CH2:16][C@:14]2([C:25]2[CH:26]=[C:27]([NH:32][C:33]([C:35]3[CH:40]=[N:39][C:38]([N:41]4[CH:45]=[N:44][CH:43]=[N:42]4)=[CH:37][N:36]=3)=[O:34])[CH:28]=[CH:29][C:30]=2[F:31])[N:15]=1)(=O)C1C=CC=CC=1.Cl.CON.N1C=CC=CC=1, predict the reaction product. The product is: [NH2:9][C:10]1[S:11][CH2:12][C@@H:13]2[C@@H:18]([C:19]([CH:22]3[CH2:24][CH2:23]3)([F:21])[F:20])[O:17][CH2:16][C@:14]2([C:25]2[CH:26]=[C:27]([NH:32][C:33]([C:35]3[CH:40]=[N:39][C:38]([N:41]4[CH:45]=[N:44][CH:43]=[N:42]4)=[CH:37][N:36]=3)=[O:34])[CH:28]=[CH:29][C:30]=2[F:31])[N:15]=1. (7) Given the reactants F[C:2]1[CH:7]=[C:6]([C:8]2[C:9]([CH2:17][CH2:18][CH3:19])=[N:10][N:11]3[CH:16]=[CH:15][CH:14]=[CH:13][C:12]=23)[CH:5]=[CH:4][N:3]=1.[CH:20]1([NH2:25])[CH2:24][CH2:23][CH2:22][CH2:21]1, predict the reaction product. The product is: [CH:20]1([NH:25][C:2]2[CH:7]=[C:6]([C:8]3[C:9]([CH2:17][CH2:18][CH3:19])=[N:10][N:11]4[CH:16]=[CH:15][CH:14]=[CH:13][C:12]=34)[CH:5]=[CH:4][N:3]=2)[CH2:24][CH2:23][CH2:22][CH2:21]1.